Dataset: Reaction yield outcomes from USPTO patents with 853,638 reactions. Task: Predict the reaction yield, written as a fraction of the theoretical maximum amount of product (1.0 means a 100% yield; for example, 0.34 means a 34% yield). (1) The reactants are [H-].[Na+].[SH:3][C:4]1[CH:9]=[CH:8][CH:7]=[CH:6][C:5]=1[C:10](=[O:12])[CH3:11].[C:13](=O)(OCC)[O:14]CC.Cl. The yield is 0.100. The catalyst is C1(C)C=CC=CC=1.O. The product is [OH:12][C:10]1[C:5]2[C:4](=[CH:9][CH:8]=[CH:7][CH:6]=2)[S:3][C:13](=[O:14])[CH:11]=1. (2) The reactants are Cl[C:2]1[C:3](=[O:11])[N:4]([CH2:9][CH3:10])[C:5](=[O:8])[C:6]=1[Cl:7].[C:12]1([SH:19])[C:13]([SH:18])=[CH:14][CH:15]=[CH:16][CH:17]=1. The catalyst is CCO. The product is [Cl:7][C:6]1[C:5](=[O:8])[N:4]([CH2:9][CH3:10])[C:3](=[O:11])[C:2]=1[S:18][C:13]1[CH:14]=[CH:15][CH:16]=[CH:17][C:12]=1[SH:19]. The yield is 0.610. (3) The reactants are [NH:1]1[C:5]([C:6]2[CH:12]=[CH:11][CH:10]=[CH:9][C:7]=2[NH2:8])=[CH:4][N:3]=[CH:2]1.N1C=CC=CC=1.[C:19](Cl)(=[O:21])[CH3:20]. The catalyst is ClCCl. The product is [NH:3]1[CH:4]=[C:5]([C:6]2[CH:12]=[CH:11][CH:10]=[CH:9][C:7]=2[NH:8][C:19](=[O:21])[CH3:20])[N:1]=[CH:2]1. The yield is 0.440. (4) The reactants are [Br:1][C:2]1[C:3]([C:9]([OH:11])=[O:10])=[N:4][C:5]([CH3:8])=[CH:6][CH:7]=1.S(Cl)(Cl)=O.[CH3:16]O. No catalyst specified. The product is [Br:1][C:2]1[C:3]([C:9]([O:11][CH3:16])=[O:10])=[N:4][C:5]([CH3:8])=[CH:6][CH:7]=1. The yield is 0.400. (5) The product is [CH3:19][C:17]1([CH3:20])[CH2:18][C:13]([CH3:24])([CH3:12])[CH2:14][C:15]([CH2:2][C:1]([O:6][CH2:7][CH3:8])=[O:9])([CH:21]=[CH2:22])[CH2:16]1. No catalyst specified. The yield is 0.730. The reactants are [C:1]([O:9]CC)([O:6][CH2:7][CH3:8])(OCC)[CH3:2].[CH3:12][C:13]1([CH3:24])[CH2:18][C:17]([CH3:20])([CH3:19])[CH2:16][C:15](=[CH:21][CH2:22]O)[CH2:14]1.C(O)(=O)CC. (6) The reactants are [CH2:1]([C:3]1[N:8]([C:9]2[CH:14]=[CH:13][CH:12]=[CH:11][CH:10]=2)[C:7](=[O:15])[C:6]([C:16]#N)=[CH:5][CH:4]=1)[CH3:2].[OH-:18].[Na+].[OH2:20]. The catalyst is S(=O)(=O)(O)O. The product is [CH2:1]([C:3]1[N:8]([C:9]2[CH:14]=[CH:13][CH:12]=[CH:11][CH:10]=2)[C:7](=[O:15])[C:6]([C:16]([OH:20])=[O:18])=[CH:5][CH:4]=1)[CH3:2]. The yield is 0.720.